From a dataset of Forward reaction prediction with 1.9M reactions from USPTO patents (1976-2016). Predict the product of the given reaction. (1) Given the reactants [F:1][C:2]([F:25])([F:24])[C:3]1[CH:4]=[C:5]([C:9]2[CH:10]=[C:11]([NH:15][C:16](=[O:23])[C:17]3[CH:22]=[CH:21][CH:20]=[CH:19][CH:18]=3)[CH:12]=[N:13][CH:14]=2)[CH:6]=[CH:7][CH:8]=1, predict the reaction product. The product is: [F:24][C:2]([F:1])([F:25])[C:3]1[CH:4]=[C:5]([CH:9]2[CH2:14][NH:13][CH2:12][CH:11]([NH:15][C:16]([C:17]3[CH:22]=[CH:21][CH:20]=[CH:19][CH:18]=3)=[O:23])[CH2:10]2)[CH:6]=[CH:7][CH:8]=1. (2) Given the reactants C(N(CC)CC)C.[CH3:8][S:9](Cl)(=[O:11])=[O:10].[S:13]1[CH:17]=[CH:16][CH:15]=[C:14]1[CH2:18][CH:19]([OH:22])[CH2:20][CH3:21], predict the reaction product. The product is: [CH3:8][S:9]([O:22][CH:19]([CH2:20][CH3:21])[CH2:18][C:14]1[S:13][CH:17]=[CH:16][CH:15]=1)(=[O:11])=[O:10]. (3) Given the reactants [C:1]1([C:7]([NH2:12])([CH2:10][CH3:11])[CH2:8][NH2:9])[CH:6]=[CH:5][CH:4]=[CH:3][CH:2]=1.C[Al](C)C.C.CO[C:20]([C:22]1[C:31]2[C:26](=[CH:27][CH:28]=[CH:29][CH:30]=2)[N:25]=[C:24]([C:32]2[CH:37]=[CH:36][CH:35]=[CH:34][CH:33]=2)[CH:23]=1)=O, predict the reaction product. The product is: [CH2:10]([C:7]1([C:1]2[CH:6]=[CH:5][CH:4]=[CH:3][CH:2]=2)[CH2:8][NH:9][C:20]([C:22]2[C:31]3[C:26](=[CH:27][CH:28]=[CH:29][CH:30]=3)[N:25]=[C:24]([C:32]3[CH:37]=[CH:36][CH:35]=[CH:34][CH:33]=3)[CH:23]=2)=[N:12]1)[CH3:11]. (4) Given the reactants [CH3:1][O:2][C:3]1[CH:8]=[CH:7][C:6]([C:9]2[N:14]=[C:13]([C:15]#[N:16])[CH:12]=[CH:11][CH:10]=2)=[CH:5][C:4]=1[CH:17]1[C:30]2[C:29](=[O:31])[CH2:28][C:27]([CH3:33])([CH3:32])[CH2:26][C:25]=2[O:24][C:23]2[CH2:22][C:21]([CH3:35])([CH3:34])[CH2:20][C:19](=[O:36])[C:18]1=2.[N-:37]=[N+:38]=[N-:39].[Na+].[Cl-].[NH4+].O, predict the reaction product. The product is: [CH3:1][O:2][C:3]1[CH:8]=[CH:7][C:6]([C:9]2[CH:10]=[CH:11][CH:12]=[C:13]([C:15]3[NH:39][N:38]=[N:37][N:16]=3)[N:14]=2)=[CH:5][C:4]=1[CH:17]1[C:30]2[C:29](=[O:31])[CH2:28][C:27]([CH3:32])([CH3:33])[CH2:26][C:25]=2[O:24][C:23]2[CH2:22][C:21]([CH3:35])([CH3:34])[CH2:20][C:19](=[O:36])[C:18]1=2. (5) Given the reactants Cl[C:2]1[CH:10]=[CH:9][CH:8]=[C:7]2[C:3]=1[CH:4]=[CH:5][N:6]2[CH2:11][C:12]([NH2:14])=[O:13].[F:15]C(F)(F)C1C=CC=C2C=1C=CN2CC(N)=O, predict the reaction product. The product is: [F:15][C:2]1[CH:10]=[CH:9][CH:8]=[C:7]2[C:3]=1[CH:4]=[CH:5][N:6]2[CH2:11][C:12]([NH2:14])=[O:13].